This data is from Peptide-MHC class I binding affinity with 185,985 pairs from IEDB/IMGT. The task is: Regression. Given a peptide amino acid sequence and an MHC pseudo amino acid sequence, predict their binding affinity value. This is MHC class I binding data. (1) The peptide sequence is SELRPDTRY. The MHC is HLA-B44:02 with pseudo-sequence HLA-B44:02. The binding affinity (normalized) is 0.422. (2) The peptide sequence is ELLDHLLLF. The MHC is HLA-A02:03 with pseudo-sequence HLA-A02:03. The binding affinity (normalized) is 0.0847. (3) The peptide sequence is ITDFNIDTY. The MHC is HLA-B44:03 with pseudo-sequence HLA-B44:03. The binding affinity (normalized) is 0.0286. (4) The peptide sequence is RPFNNILNL. The MHC is HLA-A02:03 with pseudo-sequence HLA-A02:03. The binding affinity (normalized) is 0.0690. (5) The peptide sequence is FYLCFLAFL. The MHC is Patr-A0901 with pseudo-sequence Patr-A0901. The binding affinity (normalized) is 0.545. (6) The peptide sequence is TPREAPYEL. The MHC is HLA-B08:01 with pseudo-sequence HLA-B08:01. The binding affinity (normalized) is 0.182. (7) The peptide sequence is HLESLFTAV. The MHC is Patr-A0401 with pseudo-sequence Patr-A0401. The binding affinity (normalized) is 0.